From a dataset of Reaction yield outcomes from USPTO patents with 853,638 reactions. Predict the reaction yield, written as a fraction of the theoretical maximum amount of product (1.0 means a 100% yield; for example, 0.34 means a 34% yield). (1) The reactants are [F:1][C:2]1[CH:3]=[C:4]2[C:8](=[CH:9][CH:10]=1)[NH:7][C:6](=[O:11])[C:5]2=O.O[CH2:14][C:15]([C:17]1[CH:22]=[CH:21][CH:20]=[CH:19][CH:18]=1)=O.[OH-:23].[Na+].Cl.[OH2:26]. The catalyst is CO. The product is [F:1][C:2]1[CH:3]=[C:4]2[C:8](=[CH:9][CH:10]=1)[N:7]=[C:15]([C:17]1[CH:22]=[CH:21][CH:20]=[CH:19][CH:18]=1)[C:14]([OH:23])=[C:5]2[C:6]([OH:11])=[O:26]. The yield is 0.210. (2) The reactants are CON(C)[C:4]([CH2:6][C@@H:7]1[CH2:11][C:10]([F:13])([F:12])[CH2:9][N:8]1[C:14]([O:16][C:17]([CH3:20])([CH3:19])[CH3:18])=[O:15])=[O:5].[CH3:22][C:23]([CH3:27])=[CH:24][Mg]Br. The catalyst is C1COCC1. The product is [F:13][C:10]1([F:12])[CH2:9][N:8]([C:14]([O:16][C:17]([CH3:18])([CH3:19])[CH3:20])=[O:15])[C@H:7]([CH2:6][C:4](=[O:5])[CH:22]=[C:23]([CH3:27])[CH3:24])[CH2:11]1. The yield is 0.795. (3) The reactants are [NH2:1][C:2](=[O:27])[C@H:3]([NH:8][C:9]1[CH:18]=[C:17]([C:19]#[N:20])[C:12]([C:13](OC)=[O:14])=[C:11]([C:21]2[CH:22]=[N:23][N:24]([CH3:26])[CH:25]=2)[N:10]=1)[CH2:4][CH:5]([CH3:7])[CH3:6]. The catalyst is CO.CC(O)=O.[OH-].[Pd+2].[OH-]. The product is [CH3:6][CH:5]([CH3:7])[CH2:4][C@@H:3]([NH:8][C:9]1[N:10]=[C:11]([C:21]2[CH:22]=[N:23][N:24]([CH3:26])[CH:25]=2)[C:12]2[C:13](=[O:14])[NH:20][CH2:19][C:17]=2[CH:18]=1)[C:2]([NH2:1])=[O:27]. The yield is 0.540. (4) The reactants are [CH2:1]([O:8][C:9]1[C:14](=[O:15])[N:13]=[C:12]([CH2:16][C:17]2[CH:22]=[CH:21][C:20]([Cl:23])=[CH:19][C:18]=2Br)[N:11]2[CH2:25][CH2:26][N:27]([CH:30]([CH3:32])[CH3:31])[C:28](=[O:29])[C:10]=12)[C:2]1[CH:7]=[CH:6][CH:5]=[CH:4][CH:3]=1.[F:33][C:34]1[CH:39]=[CH:38][C:37](B(O)O)=[CH:36][CH:35]=1.C(=O)([O-])[O-].[K+].[K+].C1(P(C2CCCCC2)C2C=CC=CC=2C2C(OC)=CC=CC=2OC)CCCCC1. The catalyst is O1CCOCC1. The product is [CH2:1]([O:8][C:9]1[C:14](=[O:15])[N:13]=[C:12]([CH2:16][C:17]2[CH:22]=[CH:21][C:20]([Cl:23])=[CH:19][C:18]=2[C:37]2[CH:38]=[CH:39][C:34]([F:33])=[CH:35][CH:36]=2)[N:11]2[CH2:25][CH2:26][N:27]([CH:30]([CH3:32])[CH3:31])[C:28](=[O:29])[C:10]=12)[C:2]1[CH:7]=[CH:6][CH:5]=[CH:4][CH:3]=1. The yield is 0.443. (5) The reactants are [H-].[Na+].[N:3]1[CH:8]=[CH:7][CH:6]=[CH:5][C:4]=1[CH2:9][C:10]#[N:11].Br[CH2:13][CH2:14][CH2:15][CH2:16]Br. The catalyst is CS(C)=O.C(OCC)(=O)C.CCCCCC. The product is [N:3]1[CH:8]=[CH:7][CH:6]=[CH:5][C:4]=1[C:9]1([C:10]#[N:11])[CH2:16][CH2:15][CH2:14][CH2:13]1. The yield is 0.820. (6) The reactants are [F:1][C:2]([F:11])([F:10])[C:3]1[N:8]=[CH:7][N:6]=[C:5](O)[CH:4]=1.P(Cl)(Cl)([Cl:14])=O.N1C2C(=CC=CC=2)C=CC=1. The catalyst is C1(C)C=CC=CC=1.O. The product is [Cl:14][C:5]1[CH:4]=[C:3]([C:2]([F:11])([F:10])[F:1])[N:8]=[CH:7][N:6]=1. The yield is 0.216. (7) The catalyst is CN(C=O)C. The reactants are C([Li])CCC.Cl[C:7]1[CH:8]=[N:9][C:10]([C:13]2[N:17]=[C:16]([C:18]3[CH:23]=[CH:22][C:21]([CH2:24][CH:25]([CH3:27])[CH3:26])=[CH:20][CH:19]=3)[O:15][N:14]=2)=[N:11][CH:12]=1.C1C[O:31][CH2:30]C1. The yield is 0.760. The product is [CH2:24]([C:21]1[CH:22]=[CH:23][C:18]([C:16]2[O:15][N:14]=[C:13]([C:10]3[N:9]=[CH:8][C:7]([CH:30]=[O:31])=[CH:12][N:11]=3)[N:17]=2)=[CH:19][CH:20]=1)[CH:25]([CH3:27])[CH3:26].